Dataset: Full USPTO retrosynthesis dataset with 1.9M reactions from patents (1976-2016). Task: Predict the reactants needed to synthesize the given product. Given the product [Br:1][CH2:2][C@H:3]1[CH2:4][C:5]2[CH:10]=[C:9]([F:11])[CH:8]=[CH:7][C:6]=2[O:13]1, predict the reactants needed to synthesize it. The reactants are: [Br:1][CH2:2][CH:3]([OH:13])[CH2:4][C:5]1[CH:10]=[C:9]([F:11])[CH:8]=[CH:7][C:6]=1O.C1(P(C2C=CC=CC=2)C2C=CC=CC=2)C=CC=CC=1.CCOC(/N=N/C(OCC)=O)=O.